Dataset: Peptide-MHC class I binding affinity with 185,985 pairs from IEDB/IMGT. Task: Regression. Given a peptide amino acid sequence and an MHC pseudo amino acid sequence, predict their binding affinity value. This is MHC class I binding data. (1) The peptide sequence is VIARTHTAL. The MHC is HLA-B15:17 with pseudo-sequence HLA-B15:17. The binding affinity (normalized) is 0.0847. (2) The peptide sequence is LMLPGMNGI. The binding affinity (normalized) is 0.494. The MHC is HLA-A02:01 with pseudo-sequence HLA-A02:01. (3) The peptide sequence is ASYRLCLYR. The MHC is HLA-B58:01 with pseudo-sequence HLA-B58:01. The binding affinity (normalized) is 0.0847. (4) The peptide sequence is DIRQDVIAM. The MHC is HLA-B46:01 with pseudo-sequence HLA-B46:01. The binding affinity (normalized) is 0.0847.